From a dataset of Catalyst prediction with 721,799 reactions and 888 catalyst types from USPTO. Predict which catalyst facilitates the given reaction. (1) Reactant: [Br:1][C:2]1[CH:7]=[CH:6][C:5]([C:8]2[N:9]=[C:10]([C:23]3[CH:28]=[CH:27][C:26]([F:29])=[C:25]([F:30])[CH:24]=3)[O:11][C:12]=2[C@@H:13]2[CH2:18][CH2:17][CH2:16][CH2:15][C@H:14]2[C:19]([O:21]C)=[O:20])=[CH:4][CH:3]=1.[OH-].[Na+].Cl. Product: [Br:1][C:2]1[CH:7]=[CH:6][C:5]([C:8]2[N:9]=[C:10]([C:23]3[CH:28]=[CH:27][C:26]([F:29])=[C:25]([F:30])[CH:24]=3)[O:11][C:12]=2[C@@H:13]2[CH2:18][CH2:17][CH2:16][CH2:15][C@H:14]2[C:19]([OH:21])=[O:20])=[CH:4][CH:3]=1. The catalyst class is: 92. (2) Reactant: Br[C:2]1[CH:3]=[CH:4][C:5]([CH2:20][CH3:21])=[C:6]([CH:8]2[C:13](=[O:14])[C:12]([CH3:16])([CH3:15])[O:11][C:10]([CH3:18])([CH3:17])[C:9]2=[O:19])[CH:7]=1.[Cl:22][C:23]1[CH:28]=[CH:27][C:26]([OH:29])=[CH:25][CH:24]=1.N1C2C(=CC=C3C=2N=CC=C3)C=CC=1.P([O-])([O-])([O-])=O.[K+].[K+].[K+].Cl. Product: [Cl:22][C:23]1[CH:28]=[CH:27][C:26]([O:29][C:2]2[CH:3]=[CH:4][C:5]([CH2:20][CH3:21])=[C:6]([CH:8]3[C:13](=[O:14])[C:12]([CH3:16])([CH3:15])[O:11][C:10]([CH3:18])([CH3:17])[C:9]3=[O:19])[CH:7]=2)=[CH:25][CH:24]=1. The catalyst class is: 156. (3) Reactant: [C:1]1([CH2:9][OH:10])[C:2]([CH2:7][OH:8])=[CH:3][CH:4]=[CH:5][CH:6]=1.[N+]([O-])(O)=O.O. Product: [CH:9](=[O:10])[C:1]1[C:2](=[CH:3][CH:4]=[CH:5][CH:6]=1)[CH:7]=[O:8]. The catalyst class is: 15. (4) Reactant: [C:1]1(=[O:11])[NH:5][C:4](=[O:6])[C:3]2=[CH:7][CH:8]=[CH:9][CH:10]=[C:2]12.[K].Cl[CH2:14][C:15]1[N:16]([CH2:29][CH:30]([CH3:32])[CH3:31])[C:17]2[C:26]3[CH:25]=[CH:24][CH:23]=[CH:22][C:21]=3[N:20]=[C:19]([NH2:27])[C:18]=2[N:28]=1.O. Product: [NH2:27][C:19]1[C:18]2[N:28]=[C:15]([CH2:14][N:5]3[C:1](=[O:11])[C:2]4[C:3](=[CH:7][CH:8]=[CH:9][CH:10]=4)[C:4]3=[O:6])[N:16]([CH2:29][CH:30]([CH3:31])[CH3:32])[C:17]=2[C:26]2[CH:25]=[CH:24][CH:23]=[CH:22][C:21]=2[N:20]=1. The catalyst class is: 9. (5) Reactant: Cl[C:2]1[N:7]=[C:6]([CH3:8])[CH:5]=[CH:4][N:3]=1.[F-].[K+].C1OCCOCCOCCOCCOCCOC1.[NH2:29][C@H:30]1[C:39]2[C:34](=[CH:35][CH:36]=[C:37]([C:40]3[CH:41]=[N:42][N:43]([CH2:45][C:46]4[CH:51]=[CH:50][CH:49]=[CH:48][CH:47]=4)[CH:44]=3)[CH:38]=2)[N:33]([C:52](=[O:54])[CH3:53])[C@@H:32]([CH:55]2[CH2:57][CH2:56]2)[C@@H:31]1[CH3:58].CCN(C(C)C)C(C)C. Product: [CH2:45]([N:43]1[CH:44]=[C:40]([C:37]2[CH:38]=[C:39]3[C:34](=[CH:35][CH:36]=2)[N:33]([C:52](=[O:54])[CH3:53])[C@@H:32]([CH:55]2[CH2:56][CH2:57]2)[C@H:31]([CH3:58])[C@H:30]3[NH:29][C:2]2[N:7]=[C:6]([CH3:8])[CH:5]=[CH:4][N:3]=2)[CH:41]=[N:42]1)[C:46]1[CH:51]=[CH:50][CH:49]=[CH:48][CH:47]=1. The catalyst class is: 16.